From a dataset of Forward reaction prediction with 1.9M reactions from USPTO patents (1976-2016). Predict the product of the given reaction. (1) Given the reactants C([Li])CCC.Br[C:7]1[CH:12]=[CH:11][N:10]=[C:9]2[N:13]([Si:16]([CH:23]([CH3:25])[CH3:24])([CH:20]([CH3:22])[CH3:21])[CH:17]([CH3:19])[CH3:18])[CH:14]=[CH:15][C:8]=12.[F:26]N(S(C1C=CC=CC=1)(=O)=O)S(C1C=CC=CC=1)(=O)=O, predict the reaction product. The product is: [F:26][C:7]1[CH:12]=[CH:11][N:10]=[C:9]2[N:13]([Si:16]([CH:23]([CH3:25])[CH3:24])([CH:20]([CH3:22])[CH3:21])[CH:17]([CH3:19])[CH3:18])[CH:14]=[CH:15][C:8]=12. (2) The product is: [CH2:1]([O:8][N:9]1[C:15](=[O:16])[N:14]2[CH2:17][C@H:10]1[CH2:11][CH2:12][C@H:13]2[C:18]([NH:21][O:22][C@@H:23]1[CH2:27][CH2:26][N:25]([C:28]([O:30][C:31]([CH3:34])([CH3:33])[CH3:32])=[O:29])[CH2:24]1)=[O:20])[C:2]1[CH:3]=[CH:4][CH:5]=[CH:6][CH:7]=1. Given the reactants [CH2:1]([O:8][N:9]1[C:15](=[O:16])[N:14]2[CH2:17][C@H:10]1[CH2:11][CH2:12][C@H:13]2[C:18]([OH:20])=O)[C:2]1[CH:7]=[CH:6][CH:5]=[CH:4][CH:3]=1.[NH2:21][O:22][C@@H:23]1[CH2:27][CH2:26][N:25]([C:28]([O:30][C:31]([CH3:34])([CH3:33])[CH3:32])=[O:29])[CH2:24]1.ON1C2C=CC=CC=2N=N1.Cl.C(N=C=NCCCN(C)C)C, predict the reaction product.